Dataset: Peptide-MHC class II binding affinity with 134,281 pairs from IEDB. Task: Regression. Given a peptide amino acid sequence and an MHC pseudo amino acid sequence, predict their binding affinity value. This is MHC class II binding data. The peptide sequence is GGRSLTTLLRALGAQ. The MHC is DRB1_1501 with pseudo-sequence DRB1_1501. The binding affinity (normalized) is 0.479.